This data is from Reaction yield outcomes from USPTO patents with 853,638 reactions. The task is: Predict the reaction yield, written as a fraction of the theoretical maximum amount of product (1.0 means a 100% yield; for example, 0.34 means a 34% yield). (1) The reactants are [S:1]1[CH2:5][C:4](=O)[NH:3][C:2]1=O.O=P(Cl)(Cl)[Cl:10].C([O-])(O)=O.[Na+].[NH:18]1[CH2:23][CH2:22][O:21][CH2:20][CH2:19]1. The catalyst is CC#N.Cl.O1CCOCC1.CCOC(C)=O. The product is [Cl:10][C:4]1[N:3]=[C:2]([N:18]2[CH2:23][CH2:22][O:21][CH2:20][CH2:19]2)[S:1][CH:5]=1. The yield is 0.150. (2) The reactants are C(OC([N:8]1[CH2:13][C:12](=[O:14])[N:11]([C:15]2[CH:20]=[CH:19][C:18]([C:21](=[O:31])[NH:22][CH2:23][CH2:24][C:25]3[CH:30]=[CH:29][CH:28]=[CH:27][CH:26]=3)=[CH:17][CH:16]=2)[C@@H:10]([CH2:32][O:33][C:34]2[CH:43]=[CH:42][C:41]3[C:36](=[CH:37][CH:38]=[CH:39][CH:40]=3)[CH:35]=2)[CH2:9]1)=O)(C)(C)C.C(Cl)(=O)C. The yield is 0.710. The product is [CH:35]1[C:36]2[C:41](=[CH:40][CH:39]=[CH:38][CH:37]=2)[CH:42]=[CH:43][C:34]=1[O:33][CH2:32][C@H:10]1[CH2:9][NH:8][CH2:13][C:12](=[O:14])[N:11]1[C:15]1[CH:20]=[CH:19][C:18]([C:21]([NH:22][CH2:23][CH2:24][C:25]2[CH:30]=[CH:29][CH:28]=[CH:27][CH:26]=2)=[O:31])=[CH:17][CH:16]=1. No catalyst specified. (3) The reactants are [CH:1]([C:4]1[C:8]([CH2:9][CH2:10][CH2:11][OH:12])=[CH:7][N:6]([C:13]2[CH:18]=[CH:17][C:16]([Cl:19])=[CH:15][N:14]=2)[N:5]=1)([CH3:3])[CH3:2].O[C:21]1[CH:26]=[CH:25][CH:24]=[CH:23][C:22]=1[CH2:27][C:28]([O:30][CH3:31])=[O:29].C(P(CCCC)CCCC)CCC.N(C(N1CCCCC1)=O)=NC(N1CCCCC1)=O. The catalyst is O1CCCC1. The product is [Cl:19][C:16]1[CH:17]=[CH:18][C:13]([N:6]2[CH:7]=[C:8]([CH2:9][CH2:10][CH2:11][O:12][C:21]3[CH:26]=[CH:25][CH:24]=[CH:23][C:22]=3[CH2:27][C:28]([O:30][CH3:31])=[O:29])[C:4]([CH:1]([CH3:3])[CH3:2])=[N:5]2)=[N:14][CH:15]=1. The yield is 0.770. (4) The reactants are [NH2:1][C:2]1[CH:3]=[CH:4][C:5]([O:38][CH3:39])=[C:6]([NH:8][C:9]2[N:10]=[C:11]([NH:27][C:28]3[CH:37]=[CH:36][CH:35]=[CH:34][C:29]=3[C:30]([NH:32][CH3:33])=[O:31])[C:12]3[C:17]([Cl:18])=[CH:16][N:15]([CH2:19][O:20][CH2:21][CH2:22][Si:23]([CH3:26])([CH3:25])[CH3:24])[C:13]=3[N:14]=2)[CH:7]=1.CCN(C(C)C)C(C)C.[C:49](Cl)(=[O:52])[CH:50]=[CH2:51]. The catalyst is C(Cl)Cl. The product is [C:49]([NH:1][C:2]1[CH:3]=[CH:4][C:5]([O:38][CH3:39])=[C:6]([NH:8][C:9]2[N:10]=[C:11]([NH:27][C:28]3[CH:37]=[CH:36][CH:35]=[CH:34][C:29]=3[C:30]([NH:32][CH3:33])=[O:31])[C:12]3[C:17]([Cl:18])=[CH:16][N:15]([CH2:19][O:20][CH2:21][CH2:22][Si:23]([CH3:26])([CH3:24])[CH3:25])[C:13]=3[N:14]=2)[CH:7]=1)(=[O:52])[CH:50]=[CH2:51]. The yield is 0.860. (5) The yield is 0.940. The product is [CH:27]([O:26][C:24]([O:22][C:20]1[S:19][C:16]2[CH2:17][CH2:18][N:13]([C@@H:8]([C:3]3[CH:4]=[CH:5][CH:6]=[CH:7][C:2]=3[Cl:1])[C:9]([O:11][CH3:12])=[O:10])[CH2:14][C:15]=2[CH:21]=1)=[O:25])([CH3:29])[CH3:28]. The catalyst is CO. The reactants are [Cl:1][C:2]1[CH:7]=[CH:6][CH:5]=[CH:4][C:3]=1[C@H:8]([N:13]1[CH2:18][CH2:17][CH:16]2[S:19][C:20](=[O:22])[CH:21]=[C:15]2[CH2:14]1)[C:9]([O:11][CH3:12])=[O:10].Cl[C:24]([O:26][CH:27]([CH3:29])[CH3:28])=[O:25].C(OC(OC1SC2CCN([C@@H](C3C=CC=CC=3Cl)C(OC)=O)CC=2C=1)=O)C(C)C.